This data is from Reaction yield outcomes from USPTO patents with 853,638 reactions. The task is: Predict the reaction yield, written as a fraction of the theoretical maximum amount of product (1.0 means a 100% yield; for example, 0.34 means a 34% yield). (1) The reactants are [Mg].Br[CH2:3][CH2:4]/[CH:5]=[CH:6]\[CH2:7][CH2:8][CH2:9][CH2:10][CH3:11].[CH2:12]([CH:22]([CH2:25][CH2:26][CH2:27]/[CH:28]=[CH:29]\[CH2:30][CH2:31][CH2:32][CH2:33][CH3:34])[CH:23]=[O:24])[CH2:13][CH2:14]/[CH:15]=[CH:16]\[CH2:17][CH2:18][CH2:19][CH2:20][CH3:21].Cl. The catalyst is C1COCC1. The product is [CH2:12]([CH:22]([CH2:25][CH2:26][CH2:27]/[CH:28]=[CH:29]\[CH2:30][CH2:31][CH2:32][CH2:33][CH3:34])[CH:23]([OH:24])[CH2:3][CH2:4]/[CH:5]=[CH:6]\[CH2:7][CH2:8][CH2:9][CH2:10][CH3:11])[CH2:13][CH2:14]/[CH:15]=[CH:16]\[CH2:17][CH2:18][CH2:19][CH2:20][CH3:21]. The yield is 0.820. (2) The reactants are [F:1][C:2]1[CH:3]=[C:4]([C:25](OCC)=[O:26])[C:5]2[C:6](=O)[CH:7]([C:18]3[N:22]([CH3:23])[N:21]=[CH:20][N:19]=3)[CH:8]([C:12]3[CH:17]=[CH:16][CH:15]=[CH:14][CH:13]=3)[NH:9][C:10]=2[CH:11]=1.O.[NH2:31][NH2:32]. The catalyst is CO. The product is [F:1][C:2]1[CH:11]=[C:10]2[NH:9][CH:8]([C:12]3[CH:13]=[CH:14][CH:15]=[CH:16][CH:17]=3)[CH:7]([C:18]3[N:22]([CH3:23])[N:21]=[CH:20][N:19]=3)[C:6]3=[N:31][NH:32][C:25](=[O:26])[C:4]([CH:3]=1)=[C:5]23. The yield is 0.240. (3) The reactants are [Br:1][CH2:2][C@@H:3]([C:5]1[CH:6]=[N:7][CH:8]=[CH:9][CH:10]=1)O.N1C=CN=C1.[Si:16](Cl)([C:19]([CH3:22])([CH3:21])[CH3:20])([CH3:18])[CH3:17].O. The catalyst is CN(C)C=O.C(Cl)(Cl)Cl. The product is [Br:1][CH2:2][C@@H:3]([C:5]1[CH:6]=[N:7][CH:8]=[CH:9][CH:10]=1)[Si:16]([C:19]([CH3:22])([CH3:21])[CH3:20])([CH3:18])[CH3:17]. The yield is 0.580. (4) The reactants are [Li].[CH3:2][C:3]([O-:6])(C)C.C[C:8]([O-:11])(C)C.CC([O-])(C)C.[Al+3].[O:18]1[CH2:22][CH2:21][CH2:20][CH2:19]1. The catalyst is S(=O)(=O)(O)[O-].[Na+]. The product is [OH:18][CH2:22][C:21]1([C:8]([O:6][CH2:3][CH3:2])=[O:11])[CH2:19][CH2:20]1. The yield is 0.910.